This data is from Full USPTO retrosynthesis dataset with 1.9M reactions from patents (1976-2016). The task is: Predict the reactants needed to synthesize the given product. Given the product [CH3:1][O:2][C:3](=[O:20])[CH2:4][C:5]1[CH:10]=[CH:9][CH:8]=[C:7]([NH:11][C:12]([C:14]2[O:15][C:16]([C:28]3[CH:27]=[CH:26][CH:25]=[C:24]([C:21](=[O:23])[CH3:22])[CH:29]=3)=[CH:17][CH:18]=2)=[O:13])[CH:6]=1, predict the reactants needed to synthesize it. The reactants are: [CH3:1][O:2][C:3](=[O:20])[CH2:4][C:5]1[CH:10]=[CH:9][CH:8]=[C:7]([NH:11][C:12]([C:14]2[O:15][C:16](Br)=[CH:17][CH:18]=2)=[O:13])[CH:6]=1.[C:21]([C:24]1[CH:25]=[C:26](B(O)O)[CH:27]=[CH:28][CH:29]=1)(=[O:23])[CH3:22].